This data is from Full USPTO retrosynthesis dataset with 1.9M reactions from patents (1976-2016). The task is: Predict the reactants needed to synthesize the given product. (1) Given the product [CH3:1][C@@H:2]1[CH2:18][CH2:17][CH2:16][C@H:15]([NH:19][C:20](=[O:29])[O:21][CH2:22][C:23]2[CH:28]=[CH:27][CH:26]=[CH:25][CH:24]=2)[C:14]2[CH:30]=[C:10]([CH:11]=[CH:12][N:13]=2)[C:9]2[N:8]([CH2:31][O:32][CH2:33][CH2:34][Si:35]([CH3:38])([CH3:37])[CH3:36])[N:7]=[CH:6][C:5]=2[NH:4][C:3]1=[O:39], predict the reactants needed to synthesize it. The reactants are: [CH3:1][C@H:2]1[C:3](=[O:39])[NH:4][C:5]2[CH:6]=[N:7][N:8]([CH2:31][O:32][CH2:33][CH2:34][Si:35]([CH3:38])([CH3:37])[CH3:36])[C:9]=2[C:10]2[CH:11]=[CH:12][N:13]=[C:14]([CH:30]=2)[C@@H:15]([NH:19][C:20](=[O:29])[O:21][CH2:22][C:23]2[CH:28]=[CH:27][CH:26]=[CH:25][CH:24]=2)[CH2:16][CH:17]=[CH:18]1. (2) Given the product [CH2:1]([N:3]1[C:11]2[CH2:10][CH2:9][N:8]([CH3:24])[CH2:7][C:6]=2[N:5]=[C:4]1[CH2:12][N:13]1[CH:17]=[CH:16][N:15]=[C:14]1[C:18]1[S:19][CH:20]=[CH:21][N:22]=1)[CH3:2], predict the reactants needed to synthesize it. The reactants are: [CH2:1]([N:3]1[C:11]2[CH:10]=[CH:9][N:8]=[CH:7][C:6]=2[N:5]=[C:4]1[CH2:12][N:13]1[CH:17]=[CH:16][N:15]=[C:14]1[C:18]1[S:19][CH:20]=[CH:21][N:22]=1)[CH3:2].I[CH3:24]. (3) The reactants are: C(OC([N:8]1[CH2:13][C:12](=[O:14])[N:11]([CH3:15])[C:10](=[O:16])[CH2:9]1)=O)(C)(C)C.[ClH:17].O1CCOCC1.C(OCC)C. Given the product [ClH:17].[CH3:15][N:11]1[C:12](=[O:14])[CH2:13][NH:8][CH2:9][C:10]1=[O:16], predict the reactants needed to synthesize it. (4) Given the product [CH3:1][C:2]1[CH:7]=[C:6]([CH3:8])[CH:5]=[CH:4][C:3]=1[N:9]1[CH2:14][CH2:13][N:12]([C:15]([C:17]2[CH:22]=[CH:21][C:20]([N:24]3[CH2:28][CH2:27][CH2:26][C:25]3=[O:29])=[CH:19][CH:18]=2)=[O:16])[CH2:11][CH2:10]1, predict the reactants needed to synthesize it. The reactants are: [CH3:1][C:2]1[CH:7]=[C:6]([CH3:8])[CH:5]=[CH:4][C:3]=1[N:9]1[CH2:14][CH2:13][N:12]([C:15]([C:17]2[CH:22]=[CH:21][C:20](I)=[CH:19][CH:18]=2)=[O:16])[CH2:11][CH2:10]1.[NH:24]1[CH2:28][CH2:27][CH2:26][C:25]1=[O:29]. (5) Given the product [CH3:2][O:3][C:4](=[O:26])[C@H:5]([CH2:22][CH2:23][S:24][CH3:25])[NH:6][C:7](=[O:21])[C:8]1[CH:13]=[CH:12][C:11]([NH:14][C:35](=[O:36])[CH2:34][C:32]2[N:31]=[CH:30][N:29]([CH3:28])[CH:33]=2)=[CH:10][C:9]=1[C:15]1[CH:16]=[CH:17][CH:18]=[CH:19][CH:20]=1, predict the reactants needed to synthesize it. The reactants are: Cl.[CH3:2][O:3][C:4](=[O:26])[C@H:5]([CH2:22][CH2:23][S:24][CH3:25])[NH:6][C:7](=[O:21])[C:8]1[CH:13]=[CH:12][C:11]([NH2:14])=[CH:10][C:9]=1[C:15]1[CH:20]=[CH:19][CH:18]=[CH:17][CH:16]=1.Cl.[CH3:28][N:29]1[CH:33]=[C:32]([CH2:34][C:35](O)=[O:36])[N:31]=[CH:30]1.C(N(C(C)C)CC)(C)C.CN(C(ON1N=NC2C1=CC=CC=2)=[N+](C)C)C.F[P-](F)(F)(F)(F)F.